From a dataset of Buchwald-Hartwig C-N cross coupling reaction yields with 55,370 reactions. Predict the reaction yield, written as a fraction of the theoretical maximum amount of product (1.0 means a 100% yield; for example, 0.34 means a 34% yield). (1) The reactants are Clc1ccccn1.Cc1ccc(N)cc1.O=S(=O)(O[Pd]1c2ccccc2-c2ccccc2N~1)C(F)(F)F.CC(C)c1cc(C(C)C)c(-c2ccccc2P(C(C)(C)C)C(C)(C)C)c(C(C)C)c1.CN(C)C(=NC(C)(C)C)N(C)C.c1ccc2oncc2c1. No catalyst specified. The product is Cc1ccc(Nc2ccccn2)cc1. The yield is 0.380. (2) The reactants are CCc1ccc(Br)cc1.Cc1ccc(N)cc1.O=S(=O)(O[Pd]1c2ccccc2-c2ccccc2N~1)C(F)(F)F.CC(C)c1cc(C(C)C)c(-c2ccccc2P(C(C)(C)C)C(C)(C)C)c(C(C)C)c1.CN(C)C(=NC(C)(C)C)N(C)C.c1ccc2oncc2c1. No catalyst specified. The product is CCc1ccc(Nc2ccc(C)cc2)cc1. The yield is 0.326. (3) The reactants are Brc1ccccn1.Cc1ccc(N)cc1.O=S(=O)(O[Pd]1c2ccccc2-c2ccccc2N~1)C(F)(F)F.COc1ccc(OC)c(P(C(C)(C)C)C(C)(C)C)c1-c1c(C(C)C)cc(C(C)C)cc1C(C)C.CN1CCCN2CCCN=C12.c1ccc(-c2ccon2)cc1. No catalyst specified. The product is Cc1ccc(Nc2ccccn2)cc1. The yield is 0.880. (4) The reactants are FC(F)(F)c1ccc(I)cc1.Cc1ccc(N)cc1.O=S(=O)(O[Pd]1c2ccccc2-c2ccccc2N~1)C(F)(F)F.CC(C)c1cc(C(C)C)c(-c2ccccc2P(C2CCCCC2)C2CCCCC2)c(C(C)C)c1.CCN=P(N=P(N(C)C)(N(C)C)N(C)C)(N(C)C)N(C)C.Cc1cc(C)on1. No catalyst specified. The product is Cc1ccc(Nc2ccc(C(F)(F)F)cc2)cc1. The yield is 0.374. (5) The reactants are FC(F)(F)c1ccc(Br)cc1.Cc1ccc(N)cc1.O=S(=O)(O[Pd]1c2ccccc2-c2ccccc2N~1)C(F)(F)F.CC(C)c1cc(C(C)C)c(-c2ccccc2P(C2CCCCC2)C2CCCCC2)c(C(C)C)c1.CN1CCCN2CCCN=C12.Cc1cc(-c2ccccc2)on1. No catalyst specified. The product is Cc1ccc(Nc2ccc(C(F)(F)F)cc2)cc1. The yield is 0.221.